Dataset: Forward reaction prediction with 1.9M reactions from USPTO patents (1976-2016). Task: Predict the product of the given reaction. (1) Given the reactants [CH3:1][NH:2][C:3](=[O:22])[CH:4]=[C:5]([C:12]1[CH:20]=[C:19]2[C:15]([CH:16]=[CH:17][N:18]2[CH3:21])=[CH:14][CH:13]=1)[C:6]1[CH:11]=[CH:10][CH:9]=[CH:8][CH:7]=1.N1C2C(=CC=CC=2C(C2C=CC=CC=2)CC(NC)=O)C=C1, predict the reaction product. The product is: [CH3:1][NH:2][C:3](=[O:22])[CH2:4][CH:5]([C:12]1[CH:20]=[C:19]2[C:15]([CH:16]=[CH:17][N:18]2[CH3:21])=[CH:14][CH:13]=1)[C:6]1[CH:7]=[CH:8][CH:9]=[CH:10][CH:11]=1. (2) Given the reactants [NH2:1][C:2]1[S:3][CH:4]=[C:5]2[C:10]=1[C:9](=[O:11])[N:8]([C:12]1[CH:17]=[CH:16][C:15]([Cl:18])=[CH:14][CH:13]=1)[N:7]=[C:6]2[C:19]([NH:21][CH:22](C)[CH3:23])=[O:20].NC1SC=C2C=1C(=O)N(C1C=CC(Cl)=CC=1)N=C2C(O)=O.Cl.C(N)C, predict the reaction product. The product is: [NH2:1][C:2]1[S:3][CH:4]=[C:5]2[C:10]=1[C:9](=[O:11])[N:8]([C:12]1[CH:13]=[CH:14][C:15]([Cl:18])=[CH:16][CH:17]=1)[N:7]=[C:6]2[C:19]([NH:21][CH2:22][CH3:23])=[O:20]. (3) Given the reactants [F:1][C:2]([F:14])([F:13])[C:3]1[CH:12]=[C:11]2[C:6]([CH2:7][CH2:8][NH:9][CH2:10]2)=[CH:5][CH:4]=1.[O:15]=[C:16]1[C:20]([C:27]2[CH:32]=[CH:31][CH:30]=[CH:29][CH:28]=2)([C:21]2[CH:26]=[CH:25][CH:24]=[CH:23][CH:22]=2)[CH2:19][CH2:18][N:17]1[CH2:33][C:34](O)=[O:35].Cl.C(N=C=NCCCN(C)C)C, predict the reaction product. The product is: [O:35]=[C:34]([N:9]1[CH2:8][CH2:7][C:6]2[C:11](=[CH:12][C:3]([C:2]([F:1])([F:13])[F:14])=[CH:4][CH:5]=2)[CH2:10]1)[CH2:33][N:17]1[CH2:18][CH2:19][C:20]([C:27]2[CH:32]=[CH:31][CH:30]=[CH:29][CH:28]=2)([C:21]2[CH:26]=[CH:25][CH:24]=[CH:23][CH:22]=2)[C:16]1=[O:15]. (4) Given the reactants [Cl-].[CH3:2][O:3][C:4]1[C:16]([O:17][CH3:18])=[CH:15][CH:14]=[CH:13][C:5]=1[CH:6]=[N+:7]1[CH2:12][CH2:11][O:10][CH2:9][CH2:8]1.[Cl:19][C:20]1[C:29]2[C:24](=[CH:25][CH:26]=[CH:27][CH:28]=2)[C:23]([OH:30])=[CH:22][CH:21]=1, predict the reaction product. The product is: [Cl:19][C:20]1[C:29]2[C:24](=[CH:25][CH:26]=[CH:27][CH:28]=2)[C:23]([OH:30])=[C:22]([CH:6]([C:5]2[CH:13]=[CH:14][CH:15]=[C:16]([O:17][CH3:18])[C:4]=2[O:3][CH3:2])[N:7]2[CH2:12][CH2:11][O:10][CH2:9][CH2:8]2)[CH:21]=1. (5) Given the reactants [CH:1]1([C:7]2[CH:31]=[CH:30][C:10]([C:11]([N:13]3[C:19]4[CH:20]=[CH:21][CH:22]=[CH:23][C:18]=4[CH2:17][N:16]4[C:24]([C:27](Cl)=[O:28])=[CH:25][CH:26]=[C:15]4[CH2:14]3)=[O:12])=[CH:9][CH:8]=2)[CH2:6][CH2:5][CH2:4][CH2:3][CH2:2]1.C(N(CC)C(C)C)(C)C.[CH3:41][N:42]1[CH2:48][CH2:47][CH2:46][NH:45][CH2:44][CH2:43]1, predict the reaction product. The product is: [CH:1]1([C:7]2[CH:31]=[CH:30][C:10]([C:11]([N:13]3[C:19]4[CH:20]=[CH:21][CH:22]=[CH:23][C:18]=4[CH2:17][N:16]4[C:24]([C:27]([N:45]5[CH2:46][CH2:47][CH2:48][N:42]([CH3:41])[CH2:43][CH2:44]5)=[O:28])=[CH:25][CH:26]=[C:15]4[CH2:14]3)=[O:12])=[CH:9][CH:8]=2)[CH2:6][CH2:5][CH2:4][CH2:3][CH2:2]1.